From a dataset of Catalyst prediction with 721,799 reactions and 888 catalyst types from USPTO. Predict which catalyst facilitates the given reaction. (1) Reactant: Cl.[O:2]([NH2:4])[CH3:3].[N:5]1C=CC=CC=1.[Br:11][C:12]1[S:16][C:15]([CH:17]=O)=[CH:14]C=1. Product: [CH3:3][O:2]/[N:4]=[CH:17]\[C:15]1[S:16][C:12]([Br:11])=[N:5][CH:14]=1. The catalyst class is: 2. (2) Reactant: [Cl:1][C:2]1[CH:7]=[CH:6][C:5]([N:8]2[C:12](=[O:13])[CH2:11][CH:10]([C:14]([OH:16])=O)[CH2:9]2)=[CH:4][CH:3]=1.[F:17][C:18]([F:31])([F:30])[C:19]1[CH:20]=[C:21]([CH:23]=[C:24]([C:26]([F:29])([F:28])[F:27])[CH:25]=1)[NH2:22].Cl.CN(C)CCCN=C=NCC. Product: [F:17][C:18]([F:30])([F:31])[C:19]1[CH:20]=[C:21]([NH:22][C:14]([CH:10]2[CH2:11][C:12](=[O:13])[N:8]([C:5]3[CH:4]=[CH:3][C:2]([Cl:1])=[CH:7][CH:6]=3)[CH2:9]2)=[O:16])[CH:23]=[C:24]([C:26]([F:27])([F:29])[F:28])[CH:25]=1. The catalyst class is: 9. (3) Reactant: [C:1]([O:5][CH2:6][CH3:7])(=[O:4])[CH2:2][OH:3].O.C1(C)C=CC(S(O)(=O)=O)=CC=1.[O:20]1[CH:25]=[CH:24][CH2:23][CH2:22][CH2:21]1.N. Product: [CH2:6]([O:5][C:1](=[O:4])[CH2:2][O:3][CH:21]1[CH2:22][CH2:23][CH2:24][CH2:25][O:20]1)[CH3:7]. The catalyst class is: 93. (4) Reactant: BrN1C(=O)CCC1=O.[CH2:9]1[C:18]2[C:13](=[CH:14][CH:15]=[CH:16][CH:17]=2)[CH2:12][CH2:11][NH:10]1.[OH-].[Na+]. Product: [CH:9]1[C:18]2[C:13](=[CH:14][CH:15]=[CH:16][CH:17]=2)[CH2:12][CH2:11][N:10]=1. The catalyst class is: 2.